Dataset: Reaction yield outcomes from USPTO patents with 853,638 reactions. Task: Predict the reaction yield, written as a fraction of the theoretical maximum amount of product (1.0 means a 100% yield; for example, 0.34 means a 34% yield). The reactants are [CH:1]1([C:8]2[CH:17]=[CH:16][C:11]3[NH:12][C:13](=[O:15])[O:14][C:10]=3[CH:9]=2)[CH2:6][CH2:5][C:4](=O)[CH2:3][CH2:2]1.[CH3:18][C:19]1[C:24]([F:25])=[CH:23][CH:22]=[CH:21][C:20]=1[CH2:26][CH2:27][CH2:28][NH2:29]. No catalyst specified. The product is [F:25][C:24]1[C:19]([CH3:18])=[C:20]([CH2:26][CH2:27][CH2:28][NH:29][C@H:4]2[CH2:5][CH2:6][C@H:1]([C:8]3[CH:17]=[CH:16][C:11]4[NH:12][C:13](=[O:15])[O:14][C:10]=4[CH:9]=3)[CH2:2][CH2:3]2)[CH:21]=[CH:22][CH:23]=1. The yield is 0.560.